Dataset: Reaction yield outcomes from USPTO patents with 853,638 reactions. Task: Predict the reaction yield, written as a fraction of the theoretical maximum amount of product (1.0 means a 100% yield; for example, 0.34 means a 34% yield). (1) The reactants are [Cl:1][C:2]1[N:7]=[C:6](Cl)[CH:5]=[C:4]([C:9]([F:12])([F:11])[F:10])[N:3]=1.[CH3:13][NH:14][C:15]1[CH:20]=[CH:19][C:18]([O:21][C:22]([F:25])([F:24])[F:23])=[CH:17][CH:16]=1.C(N(C(C)C)CC)(C)C. The catalyst is C1COCC1. The product is [Cl:1][C:2]1[N:7]=[C:6]([N:14]([CH3:13])[C:15]2[CH:20]=[CH:19][C:18]([O:21][C:22]([F:23])([F:24])[F:25])=[CH:17][CH:16]=2)[CH:5]=[C:4]([C:9]([F:12])([F:11])[F:10])[N:3]=1. The yield is 0.560. (2) The reactants are [Br:1][C:2]1[C:3]([O:12][CH:13]([CH3:15])[CH3:14])=[N:4][CH:5]=[C:6]([CH:11]=1)[C:7]([O:9]C)=[O:8].[OH-].[Na+].O. The catalyst is CO. The product is [Br:1][C:2]1[C:3]([O:12][CH:13]([CH3:15])[CH3:14])=[N:4][CH:5]=[C:6]([CH:11]=1)[C:7]([OH:9])=[O:8]. The yield is 0.910.